From a dataset of Reaction yield outcomes from USPTO patents with 853,638 reactions. Predict the reaction yield, written as a fraction of the theoretical maximum amount of product (1.0 means a 100% yield; for example, 0.34 means a 34% yield). (1) The reactants are [OH:1][C:2]1[CH:7]=[CH:6][C:5]([C:8]2([C:11]([N:13]3[CH2:17][CH2:16][C@@:15]4([C:21]5[CH:22]=[CH:23][CH:24]=[CH:25][C:20]=5[C:19](=[O:26])[O:18]4)[CH2:14]3)=[O:12])[CH2:10][CH2:9]2)=[CH:4][CH:3]=1.Br.Br[CH2:29][C:30]1[CH:35]=[CH:34][N:33]=[CH:32][CH:31]=1.C(=O)([O-])[O-].[Cs+].[Cs+]. The catalyst is [I-].C([N+](CCCC)(CCCC)CCCC)CCC.CS(C)=O. The product is [N:33]1[CH:34]=[CH:35][C:30]([CH2:29][O:1][C:2]2[CH:7]=[CH:6][C:5]([C:8]3([C:11]([N:13]4[CH2:17][CH2:16][C@@:15]5([C:21]6[CH:22]=[CH:23][CH:24]=[CH:25][C:20]=6[C:19](=[O:26])[O:18]5)[CH2:14]4)=[O:12])[CH2:10][CH2:9]3)=[CH:4][CH:3]=2)=[CH:31][CH:32]=1. The yield is 0.530. (2) The reactants are [Si:1]([O:8][C:9]1[CH:14]=[CH:13][C:12]([C:15]2[C:16]([NH2:35])=[N:17][CH:18]=[C:19]([C:21]3[CH:26]=[CH:25][C:24]([O:27][Si:28]([C:31]([CH3:34])([CH3:33])[CH3:32])([CH3:30])[CH3:29])=[CH:23][CH:22]=3)[N:20]=2)=[CH:11][CH:10]=1)([C:4]([CH3:7])([CH3:6])[CH3:5])([CH3:3])[CH3:2].[Si:36]([O:43][C:44]1[CH:49]=[CH:48][C:47]([CH2:50][C:51](Cl)=[O:52])=[CH:46][CH:45]=1)([C:39]([CH3:42])([CH3:41])[CH3:40])([CH3:38])[CH3:37].O. The catalyst is CN(C)C1C=CN=CC=1.N1C=CC=CC=1. The product is [Si:1]([O:8][C:9]1[CH:10]=[CH:11][C:12]([C:15]2[C:16]([NH:35][C:51](=[O:52])[CH2:50][C:47]3[CH:46]=[CH:45][C:44]([O:43][Si:36]([C:39]([CH3:41])([CH3:40])[CH3:42])([CH3:37])[CH3:38])=[CH:49][CH:48]=3)=[N:17][CH:18]=[C:19]([C:21]3[CH:22]=[CH:23][C:24]([O:27][Si:28]([C:31]([CH3:34])([CH3:33])[CH3:32])([CH3:29])[CH3:30])=[CH:25][CH:26]=3)[N:20]=2)=[CH:13][CH:14]=1)([C:4]([CH3:7])([CH3:5])[CH3:6])([CH3:3])[CH3:2]. The yield is 0.811. (3) The reactants are [NH:1]1[C:9]2[C:4](=[CH:5][CH:6]=[CH:7][CH:8]=2)[CH:3]=[CH:2]1.[H-].[Na+].Br[CH2:13][C:14]#[N:15]. The catalyst is CN(C)C=O.C(OCC)(=O)C. The product is [N:1]1([CH2:13][C:14]#[N:15])[C:9]2[C:4](=[CH:5][CH:6]=[CH:7][CH:8]=2)[CH:3]=[CH:2]1. The yield is 0.270.